Dataset: Full USPTO retrosynthesis dataset with 1.9M reactions from patents (1976-2016). Task: Predict the reactants needed to synthesize the given product. Given the product [CH:1]([C:5]1[CH:6]=[CH:7][C:8]2[C:25](=[CH:24][C:23]3[C:10]([CH:9]=2)=[CH:11][C:12]2[C:21](=[CH:20][C:19]4[C:14]([CH:13]=2)=[CH:15][C:16]([CH:28]([CH2:30][CH3:31])[CH3:29])=[CH:17][CH:18]=4)[CH:22]=3)[CH:26]=1)([CH2:3][CH3:4])[CH3:2], predict the reactants needed to synthesize it. The reactants are: [CH:1]([C:5]1[CH:6]=[CH:7][C:8]2[CH2:9][C:10]3[C:23]([C:24](=O)[C:25]=2[CH:26]=1)=[CH:22][C:21]1[CH2:20][C:19]2[C:14](=[CH:15][C:16]([CH:28]([CH2:30][CH3:31])[CH3:29])=[CH:17][CH:18]=2)[C:13](=O)[C:12]=1[CH:11]=3)([CH2:3][CH3:4])[CH3:2].